Dataset: Full USPTO retrosynthesis dataset with 1.9M reactions from patents (1976-2016). Task: Predict the reactants needed to synthesize the given product. Given the product [C:25]([N:3]1[C:4]2[C:9](=[C:8]([O:12][CH2:13][CH2:14][CH3:15])[C:7]([C:29]3[N:34]=[CH:33][C:32]([NH:35][S:36]([CH3:39])(=[O:37])=[O:38])=[CH:31][CH:30]=3)=[CH:6][CH:5]=2)[CH2:10][CH2:11][C@@H:2]1[CH3:1])(=[O:27])[CH3:26], predict the reactants needed to synthesize it. The reactants are: [CH3:1][C@H:2]1[CH2:11][CH2:10][C:9]2[C:4](=[CH:5][CH:6]=[C:7](B3OC(C)(C)C(C)(C)O3)[C:8]=2[O:12][CH2:13][CH2:14][CH3:15])[N:3]1[C:25](=[O:27])[CH3:26].I[C:29]1[N:34]=[CH:33][C:32]([NH:35][S:36]([CH3:39])(=[O:38])=[O:37])=[CH:31][CH:30]=1.C(=O)([O-])[O-].[Cs+].[Cs+].